This data is from Catalyst prediction with 721,799 reactions and 888 catalyst types from USPTO. The task is: Predict which catalyst facilitates the given reaction. (1) Reactant: [CH2:1]([O:23][C:24]1[CH:25]=[C:26]([CH:29]=[C:30]([O:32][CH2:33][CH2:34][CH2:35][CH2:36][CH2:37][CH2:38][CH2:39][CH2:40][CH2:41][CH2:42][CH2:43][CH2:44][CH2:45][CH2:46][CH2:47][CH2:48][CH2:49][CH2:50][CH2:51][CH2:52][CH2:53][CH3:54])[CH:31]=1)[CH2:27]O)[CH2:2][CH2:3][CH2:4][CH2:5][CH2:6][CH2:7][CH2:8][CH2:9][CH2:10][CH2:11][CH2:12][CH2:13][CH2:14][CH2:15][CH2:16][CH2:17][CH2:18][CH2:19][CH2:20][CH2:21][CH3:22].S(Cl)([Cl:57])=O.CN(C=O)C. Product: [CH2:1]([O:23][C:24]1[CH:25]=[C:26]([CH:29]=[C:30]([O:32][CH2:33][CH2:34][CH2:35][CH2:36][CH2:37][CH2:38][CH2:39][CH2:40][CH2:41][CH2:42][CH2:43][CH2:44][CH2:45][CH2:46][CH2:47][CH2:48][CH2:49][CH2:50][CH2:51][CH2:52][CH2:53][CH3:54])[CH:31]=1)[CH2:27][Cl:57])[CH2:2][CH2:3][CH2:4][CH2:5][CH2:6][CH2:7][CH2:8][CH2:9][CH2:10][CH2:11][CH2:12][CH2:13][CH2:14][CH2:15][CH2:16][CH2:17][CH2:18][CH2:19][CH2:20][CH2:21][CH3:22]. The catalyst class is: 22. (2) Reactant: Cl[CH2:2][CH2:3][N:4]1[CH2:10][CH2:9][CH2:8][S:7](=[O:12])(=[O:11])[CH2:6][CH2:5]1.[NH2:13][C@:14]12[CH2:57][CH2:56][C@@H:55]([C:58]([CH3:60])=[CH2:59])[C@@H:15]1[C@@H:16]1[C@@:29]([CH3:32])([CH2:30][CH2:31]2)[C@@:28]2([CH3:33])[C@@H:19]([C@:20]3([CH3:54])[C@@H:25]([CH2:26][CH2:27]2)[C:24]([CH3:35])([CH3:34])[C:23]([C:36]2[CH2:41][CH2:40][C@@:39]([CH2:52][F:53])([C:42]([O:44][CH2:45][C:46]4[CH:51]=[CH:50][CH:49]=[CH:48][CH:47]=4)=[O:43])[CH2:38][CH:37]=2)=[CH:22][CH2:21]3)[CH2:18][CH2:17]1.[O-]P([O-])([O-])=O.[K+].[K+].[K+].[I-].[K+]. Product: [O:11]=[S:7]1(=[O:12])[CH2:8][CH2:9][CH2:10][N:4]([CH2:3][CH2:2][NH:13][C@:14]23[CH2:57][CH2:56][C@@H:55]([C:58]([CH3:60])=[CH2:59])[C@@H:15]2[C@@H:16]2[C@@:29]([CH3:32])([CH2:30][CH2:31]3)[C@@:28]3([CH3:33])[C@@H:19]([C@:20]4([CH3:54])[C@@H:25]([CH2:26][CH2:27]3)[C:24]([CH3:34])([CH3:35])[C:23]([C:36]3[CH2:41][CH2:40][C@@:39]([CH2:52][F:53])([C:42]([O:44][CH2:45][C:46]5[CH:47]=[CH:48][CH:49]=[CH:50][CH:51]=5)=[O:43])[CH2:38][CH:37]=3)=[CH:22][CH2:21]4)[CH2:18][CH2:17]2)[CH2:5][CH2:6]1. The catalyst class is: 10. (3) Reactant: [Br:1][C:2]1[CH:11]=[CH:10][CH:9]=[C:8]2[C:3]=1[CH2:4][C@H:5]([CH2:12][O:13][Si:14]([C:17]([CH3:20])([CH3:19])[CH3:18])([CH3:16])[CH3:15])[NH:6][CH2:7]2.ClN1C(=O)CCC1=O.[OH-].[K+].O. Product: [Br:1][C:2]1[CH:11]=[CH:10][CH:9]=[C:8]2[C:3]=1[CH2:4][C@H:5]([CH2:12][O:13][Si:14]([C:17]([CH3:20])([CH3:19])[CH3:18])([CH3:15])[CH3:16])[N:6]=[CH:7]2. The catalyst class is: 27. (4) Product: [F:1][C:2]1[CH:3]=[C:4]([C:8]2[N:9]=[C:10]([N:18]3[CH2:19][CH2:20][N:21]([C:24]([O:26][C:27]([CH3:30])([CH3:29])[CH3:28])=[O:25])[CH2:22][CH2:23]3)[C:11]3[O:12][CH2:13][CH2:14][N:15]([C:42](=[O:48])[NH:56][C:53]4[CH:54]=[CH:55][N:50]=[CH:51][CH:52]=4)[C:16]=3[N:17]=2)[CH:5]=[CH:6][CH:7]=1. Reactant: [F:1][C:2]1[CH:3]=[C:4]([C:8]2[N:9]=[C:10]([N:18]3[CH2:23][CH2:22][N:21]([C:24]([O:26][C:27]([CH3:30])([CH3:29])[CH3:28])=[O:25])[CH2:20][CH2:19]3)[C:11]3[O:12][CH2:13][CH2:14][NH:15][C:16]=3[N:17]=2)[CH:5]=[CH:6][CH:7]=1.C(N(CC)CC)C.ClC(Cl)(O[C:42](=[O:48])OC(Cl)(Cl)Cl)Cl.[N:50]1[CH:55]=[CH:54][C:53]([NH2:56])=[CH:52][CH:51]=1. The catalyst class is: 2. (5) Reactant: [NH2:1][C@H:2]1[C:11]2[C:6](=[CH:7][CH:8]=[C:9]([F:12])[CH:10]=2)[N:5]([C:13](=[O:15])[CH3:14])[C@@H:4]([CH:16]2[CH2:18][CH2:17]2)[C@@H:3]1[CH3:19].Br[C:21]1[N:26]=[C:25]([C:27]#[N:28])[CH:24]=[CH:23][CH:22]=1.CC(C)([O-])C.[Na+]. Product: [C:13]([N:5]1[C:6]2[C:11](=[CH:10][C:9]([F:12])=[CH:8][CH:7]=2)[C@H:2]([NH:1][C:21]2[N:26]=[C:25]([C:27]#[N:28])[CH:24]=[CH:23][CH:22]=2)[C@@H:3]([CH3:19])[C@@H:4]1[CH:16]1[CH2:18][CH2:17]1)(=[O:15])[CH3:14]. The catalyst class is: 11. (6) Reactant: [CH:1](=O)[C:2]1[CH:7]=[CH:6][CH:5]=[C:4]([O:8][CH3:9])[CH:3]=1.[CH3:11][NH2:12].[BH4-].[Na+]. Product: [CH3:9][O:8][C:4]1[CH:3]=[C:2]([CH2:1][NH:12][CH3:11])[CH:7]=[CH:6][CH:5]=1. The catalyst class is: 5. (7) Reactant: [Cl:1][C:2]1[CH:3]=[CH:4][C:5]([OH:25])=[C:6]([CH:24]=1)[C:7]([NH:9][CH2:10][C:11]1[CH:23]=[CH:22][C:14]([C:15]([O:17][C:18]([CH3:21])([CH3:20])[CH3:19])=[O:16])=[CH:13][CH:12]=1)=[O:8].[CH3:26][C:27]1[CH:32]=[CH:31][CH:30]=[CH:29][C:28]=1[CH2:33][CH2:34]O.C1(P(C2C=CC=CC=2)C2C=CC=CC=2)C=CC=CC=1.N(C(OC(C)(C)C)=O)=NC(OC(C)(C)C)=O. Product: [Cl:1][C:2]1[CH:3]=[CH:4][C:5]([O:25][CH2:34][CH2:33][C:28]2[CH:29]=[CH:30][CH:31]=[CH:32][C:27]=2[CH3:26])=[C:6]([CH:24]=1)[C:7]([NH:9][CH2:10][C:11]1[CH:23]=[CH:22][C:14]([C:15]([O:17][C:18]([CH3:19])([CH3:20])[CH3:21])=[O:16])=[CH:13][CH:12]=1)=[O:8]. The catalyst class is: 7. (8) Reactant: [Br:1][C:2]1[CH:3]=[CH:4][C:5]2[O:9][C:8](=[O:10])[NH:7][C:6]=2[CH:11]=1.CN(C)C=O.C(=O)([O-])[O-].[K+].[K+].Br[CH2:24][C:25]([O:27][C:28]([CH3:31])([CH3:30])[CH3:29])=[O:26]. Product: [Br:1][C:2]1[CH:3]=[CH:4][C:5]2[O:9][C:8](=[O:10])[N:7]([CH2:24][C:25]([O:27][C:28]([CH3:31])([CH3:30])[CH3:29])=[O:26])[C:6]=2[CH:11]=1. The catalyst class is: 21. (9) Reactant: CC(S([NH:7][C:8]([CH3:20])([C:14]1[O:15][C:16]([CH3:19])=[N:17][N:18]=1)[CH2:9][CH:10]1[CH2:13][O:12][CH2:11]1)=O)(C)C.Cl.O1CCOCC1. Product: [CH3:19][C:16]1[O:15][C:14]([C:8]([NH2:7])([CH3:20])[CH2:9][CH:10]2[CH2:11][O:12][CH2:13]2)=[N:18][N:17]=1. The catalyst class is: 125. (10) Reactant: [C:1]1([NH:7][C:8]2[CH:13]=[CH:12][CH:11]=[CH:10][CH:9]=2)[CH:6]=[CH:5][CH:4]=[CH:3][CH:2]=1.[Br-:14].[Br-].[Br-].C([N+](CCCC)(CCCC)CCCC)CCC.C([N+](CCCC)(CCCC)CCCC)CCC.C([N+](CCCC)(CCCC)CCCC)CCC.C(Cl)(Cl)Cl.C1(NC2C=CC=CC=2)C=CC=CC=1. Product: [CH:11]1[CH:10]=[CH:9][C:8]([NH:7][C:1]2[CH:2]=[CH:3][C:4]([Br:14])=[CH:5][CH:6]=2)=[CH:13][CH:12]=1. The catalyst class is: 22.